From a dataset of Forward reaction prediction with 1.9M reactions from USPTO patents (1976-2016). Predict the product of the given reaction. (1) Given the reactants S(Cl)(Cl)=O.[Cl:5][C:6]1[N:11]=[C:10]([C:12]([OH:14])=[O:13])[CH:9]=[CH:8][CH:7]=1.[CH3:15]O, predict the reaction product. The product is: [Cl:5][C:6]1[N:11]=[C:10]([C:12]([O:14][CH3:15])=[O:13])[CH:9]=[CH:8][CH:7]=1. (2) Given the reactants [C:1]([O:5][C@@H:6]([C:11]1[C:40]([CH3:41])=[C:39]([C:42]([CH3:44])=[CH2:43])[C:38]2=[N:45][C:35]3=[CH:36][N:37]2[C:12]=1[N:13]1[CH2:50][CH2:49][C:16]([CH3:51])([O:17][CH2:18][CH2:19][CH2:20][CH2:21][C@H:22]([CH3:48])[O:23][C:24]2[CH:25]=[CH:26][C:27]([F:47])=[CH:28][C:29]=2[C:30]2[CH:46]=[C:34]3[CH:33]=[CH:32][CH:31]=2)[CH2:15][CH2:14]1)[C:7]([O:9][CH3:10])=[O:8])([CH3:4])([CH3:3])[CH3:2].[BH4-].[Na+].[O:54]=O, predict the reaction product. The product is: [C:1]([O:5][C@@H:6]([C:11]1[C:40]([CH3:41])=[C:39]([C:42]([OH:54])([CH3:44])[CH3:43])[C:38]2=[N:45][C:35]3=[CH:36][N:37]2[C:12]=1[N:13]1[CH2:50][CH2:49][C:16]([CH3:51])([O:17][CH2:18][CH2:19][CH2:20][CH2:21][C@H:22]([CH3:48])[O:23][C:24]2[CH:25]=[CH:26][C:27]([F:47])=[CH:28][C:29]=2[C:30]2[CH:46]=[C:34]3[CH:33]=[CH:32][CH:31]=2)[CH2:15][CH2:14]1)[C:7]([O:9][CH3:10])=[O:8])([CH3:2])([CH3:3])[CH3:4].